This data is from NCI-60 drug combinations with 297,098 pairs across 59 cell lines. The task is: Regression. Given two drug SMILES strings and cell line genomic features, predict the synergy score measuring deviation from expected non-interaction effect. (1) Drug 1: C1CN(P(=O)(OC1)NCCCl)CCCl. Drug 2: CC1C(C(CC(O1)OC2CC(CC3=C2C(=C4C(=C3O)C(=O)C5=C(C4=O)C(=CC=C5)OC)O)(C(=O)CO)O)N)O.Cl. Cell line: HCT116. Synergy scores: CSS=36.4, Synergy_ZIP=-1.58, Synergy_Bliss=-3.14, Synergy_Loewe=-6.81, Synergy_HSA=-0.527. (2) Drug 1: CC1=CC2C(CCC3(C2CCC3(C(=O)C)OC(=O)C)C)C4(C1=CC(=O)CC4)C. Drug 2: CC1=C2C(C(=O)C3(C(CC4C(C3C(C(C2(C)C)(CC1OC(=O)C(C(C5=CC=CC=C5)NC(=O)C6=CC=CC=C6)O)O)OC(=O)C7=CC=CC=C7)(CO4)OC(=O)C)O)C)OC(=O)C. Cell line: NCI-H226. Synergy scores: CSS=28.6, Synergy_ZIP=-0.847, Synergy_Bliss=6.32, Synergy_Loewe=-79.4, Synergy_HSA=1.51. (3) Drug 1: CS(=O)(=O)OCCCCOS(=O)(=O)C. Drug 2: CCC1(C2=C(COC1=O)C(=O)N3CC4=CC5=C(C=CC(=C5CN(C)C)O)N=C4C3=C2)O.Cl. Cell line: MCF7. Synergy scores: CSS=13.3, Synergy_ZIP=-2.54, Synergy_Bliss=5.64, Synergy_Loewe=-13.9, Synergy_HSA=3.03.